From a dataset of NCI-60 drug combinations with 297,098 pairs across 59 cell lines. Regression. Given two drug SMILES strings and cell line genomic features, predict the synergy score measuring deviation from expected non-interaction effect. (1) Drug 1: CC1=C(C=C(C=C1)NC2=NC=CC(=N2)N(C)C3=CC4=NN(C(=C4C=C3)C)C)S(=O)(=O)N.Cl. Drug 2: C1CCC(C(C1)N)N.C(=O)(C(=O)[O-])[O-].[Pt+4]. Cell line: NCI-H522. Synergy scores: CSS=9.21, Synergy_ZIP=-3.47, Synergy_Bliss=-0.0297, Synergy_Loewe=-6.63, Synergy_HSA=0.274. (2) Drug 1: CCC1=CC2CC(C3=C(CN(C2)C1)C4=CC=CC=C4N3)(C5=C(C=C6C(=C5)C78CCN9C7C(C=CC9)(C(C(C8N6C)(C(=O)OC)O)OC(=O)C)CC)OC)C(=O)OC.C(C(C(=O)O)O)(C(=O)O)O. Drug 2: CC(C)CN1C=NC2=C1C3=CC=CC=C3N=C2N. Cell line: NCI-H226. Synergy scores: CSS=41.4, Synergy_ZIP=3.93, Synergy_Bliss=4.55, Synergy_Loewe=-11.3, Synergy_HSA=2.30. (3) Drug 1: C1CC(C1)(C(=O)O)C(=O)O.[NH2-].[NH2-].[Pt+2]. Drug 2: C1=CC=C(C(=C1)C(C2=CC=C(C=C2)Cl)C(Cl)Cl)Cl. Cell line: MALME-3M. Synergy scores: CSS=9.22, Synergy_ZIP=-2.71, Synergy_Bliss=-0.260, Synergy_Loewe=0.157, Synergy_HSA=0.281. (4) Drug 1: CCN(CC)CCNC(=O)C1=C(NC(=C1C)C=C2C3=C(C=CC(=C3)F)NC2=O)C. Drug 2: C1CNP(=O)(OC1)N(CCCl)CCCl. Cell line: MOLT-4. Synergy scores: CSS=3.82, Synergy_ZIP=2.39, Synergy_Bliss=4.18, Synergy_Loewe=5.10, Synergy_HSA=1.43.